Dataset: Peptide-MHC class II binding affinity with 134,281 pairs from IEDB. Task: Regression. Given a peptide amino acid sequence and an MHC pseudo amino acid sequence, predict their binding affinity value. This is MHC class II binding data. The peptide sequence is DGLVRDANNYEQQEQ. The MHC is HLA-DPA10301-DPB10402 with pseudo-sequence HLA-DPA10301-DPB10402. The binding affinity (normalized) is 0.0826.